Dataset: Full USPTO retrosynthesis dataset with 1.9M reactions from patents (1976-2016). Task: Predict the reactants needed to synthesize the given product. (1) Given the product [Br:1][C:2]1[CH:11]=[CH:10][C:9]2[N:8]=[CH:7][C:6]3[N:12]([S:40]([C:34]4[CH:39]=[CH:38][CH:37]=[CH:36][CH:35]=4)(=[O:42])=[O:41])[C:13](=[O:26])[N:14]([C:15]4[CH:20]=[CH:19][C:18]([C:21]([CH3:24])([CH3:25])[C:22]#[N:23])=[CH:17][CH:16]=4)[C:5]=3[C:4]=2[CH:3]=1, predict the reactants needed to synthesize it. The reactants are: [Br:1][C:2]1[CH:11]=[CH:10][C:9]2[N:8]=[CH:7][C:6]3[NH:12][C:13](=[O:26])[N:14]([C:15]4[CH:20]=[CH:19][C:18]([C:21]([CH3:25])([CH3:24])[C:22]#[N:23])=[CH:17][CH:16]=4)[C:5]=3[C:4]=2[CH:3]=1.C(N(CC)CC)C.[C:34]1([S:40](Cl)(=[O:42])=[O:41])[CH:39]=[CH:38][CH:37]=[CH:36][CH:35]=1.O. (2) Given the product [CH:1]1([CH2:4][O:5][C:6]2[CH:11]=[CH:10][C:9]([CH:12]([F:14])[F:13])=[CH:8][C:7]=2[C:15]2[C:16]3[NH:23][C:22]([CH3:24])=[C:21]([C:25]([NH:40][C@H:38]4[CH2:39][C@H:35]([NH:34][C:33](=[O:42])[O:32][C:28]([CH3:29])([CH3:31])[CH3:30])[C@@H:36]([F:41])[CH2:37]4)=[O:27])[C:17]=3[N:18]=[CH:19][N:20]=2)[CH2:2][CH2:3]1, predict the reactants needed to synthesize it. The reactants are: [CH:1]1([CH2:4][O:5][C:6]2[CH:11]=[CH:10][C:9]([CH:12]([F:14])[F:13])=[CH:8][C:7]=2[C:15]2[C:16]3[NH:23][C:22]([CH3:24])=[C:21]([C:25]([OH:27])=O)[C:17]=3[N:18]=[CH:19][N:20]=2)[CH2:3][CH2:2]1.[C:28]([O:32][C:33](=[O:42])[NH:34][C@@H:35]1[CH2:39][C@@H:38]([NH2:40])[CH2:37][C@H:36]1[F:41])([CH3:31])([CH3:30])[CH3:29].